Dataset: Full USPTO retrosynthesis dataset with 1.9M reactions from patents (1976-2016). Task: Predict the reactants needed to synthesize the given product. (1) Given the product [ClH:1].[Cl:1][C:2]1[CH:3]=[CH:4][C:5]([O:8][CH:9]2[CH2:14][CH2:13][NH:12][CH2:11][CH2:10]2)=[N:6][CH:7]=1, predict the reactants needed to synthesize it. The reactants are: [Cl:1][C:2]1[CH:3]=[CH:4][C:5]([O:8][CH:9]2[CH2:14][CH2:13][N:12](C(OC(C)(C)C)=O)[CH2:11][CH2:10]2)=[N:6][CH:7]=1.Cl. (2) Given the product [N:26]1([S:32]([C:35]2[CH:36]=[C:37]([NH:41][C:12]([C:11]3[CH:10]=[N:9][N:8]4[C:3]([CH:2]([F:25])[F:1])=[CH:4][C:5]([C:15]5[CH:20]=[CH:19][C:18]([C:21]([F:22])([F:24])[F:23])=[CH:17][CH:16]=5)=[N:6][C:7]=34)=[O:14])[CH:38]=[CH:39][CH:40]=2)(=[O:34])=[O:33])[CH2:27][CH2:28][O:29][CH2:30][CH2:31]1, predict the reactants needed to synthesize it. The reactants are: [F:1][CH:2]([F:25])[C:3]1[N:8]2[N:9]=[CH:10][C:11]([C:12]([OH:14])=O)=[C:7]2[N:6]=[C:5]([C:15]2[CH:20]=[CH:19][C:18]([C:21]([F:24])([F:23])[F:22])=[CH:17][CH:16]=2)[CH:4]=1.[N:26]1([S:32]([C:35]2[CH:36]=[C:37]([NH2:41])[CH:38]=[CH:39][CH:40]=2)(=[O:34])=[O:33])[CH2:31][CH2:30][O:29][CH2:28][CH2:27]1.N1N2C=CC=NC2=C(C(O)=O)C=1.C(Cl)(=O)C(Cl)=O.NC1C=CC=CC=1. (3) Given the product [CH3:1][O:2][C:3]([C:5]1([C:9]2[CH:10]=[CH:11][C:12]([NH2:15])=[CH:13][CH:14]=2)[CH2:6][CH2:7][CH2:8]1)=[O:4], predict the reactants needed to synthesize it. The reactants are: [CH3:1][O:2][C:3]([C:5]1([C:9]2[CH:14]=[CH:13][C:12]([N+:15]([O-])=O)=[CH:11][CH:10]=2)[CH2:8][CH2:7][CH2:6]1)=[O:4].O.O.[Sn](Cl)Cl.[OH-].[Na+].